Dataset: Full USPTO retrosynthesis dataset with 1.9M reactions from patents (1976-2016). Task: Predict the reactants needed to synthesize the given product. (1) Given the product [CH:1]1[CH:10]=[N:9][C:8]2[C:3](=[C:4]([N+:12]([O-:14])=[O:13])[CH:5]=[CH:6][C:7]=2[OH:11])[CH:2]=1.[NH2:15][C@H:16]([C:24]([OH:26])=[O:25])[CH2:17][CH2:18][CH2:19][NH:20][C:21](=[NH:22])[NH2:23], predict the reactants needed to synthesize it. The reactants are: [CH:1]1[CH:10]=[N:9][C:8]2[C:3](=[C:4]([N+:12]([O-:14])=[O:13])[CH:5]=[CH:6][C:7]=2[OH:11])[CH:2]=1.[NH2:15][C@H:16]([C:24]([OH:26])=[O:25])[CH2:17][CH2:18][CH2:19][NH:20][C:21](=[NH:23])[NH2:22]. (2) The reactants are: [CH3:1][NH:2][S:3]([C:6]1[CH:11]=[CH:10][CH:9]=[C:8]([CH3:12])[CH:7]=1)(=[O:5])=[O:4].[H-].[Na+].Cl[C:16]1[CH:21]=[CH:20][CH:19]=[C:18]([Cl:22])[N:17]=1.CC1(C)C2C(=C(P(C3C=CC=CC=3)C3C=CC=CC=3)C=CC=2)OC2C(P(C3C=CC=CC=3)C3C=CC=CC=3)=CC=CC1=2. Given the product [Cl:22][C:18]1[N:17]=[C:16]([N:2]([CH3:1])[S:3]([C:6]2[CH:11]=[CH:10][CH:9]=[C:8]([CH3:12])[CH:7]=2)(=[O:5])=[O:4])[CH:21]=[CH:20][CH:19]=1, predict the reactants needed to synthesize it. (3) The reactants are: [Cl:1][C:2]1[CH:7]=[C:6]([N:8]=[C:9]=[S:10])[CH:5]=[C:4]([C:11]([F:14])([F:13])[F:12])[C:3]=1[C:15]1[CH:25]=[CH:24][C:18]2[O:19][CH2:20][C:21](=[O:23])[NH:22][C:17]=2[CH:16]=1.[N:26]#[C:27][NH2:28].[Na].[CH3:30]O.CI. Given the product [Cl:1][C:2]1[CH:7]=[C:6]([NH:8][CH:9]([S:10][CH3:30])[NH:26][C:27]#[N:28])[CH:5]=[C:4]([C:11]([F:14])([F:12])[F:13])[C:3]=1[C:15]1[CH:25]=[CH:24][C:18]2[O:19][CH2:20][C:21](=[O:23])[NH:22][C:17]=2[CH:16]=1, predict the reactants needed to synthesize it. (4) The reactants are: [C:1]([O:5][C:6]([NH:8][CH2:9][C:10]([OH:12])=O)=[O:7])([CH3:4])([CH3:3])[CH3:2].CCOC1N(C(OCC)=O)C2C(=CC=CC=2)C=C1.[C:31]([NH:37][NH2:38])(=[O:36])[C:32]([CH3:35])([CH3:34])[CH3:33]. Given the product [O:12]=[C:10]([NH:38][NH:37][C:31](=[O:36])[C:32]([CH3:35])([CH3:34])[CH3:33])[CH2:9][NH:8][C:6](=[O:7])[O:5][C:1]([CH3:2])([CH3:3])[CH3:4], predict the reactants needed to synthesize it. (5) Given the product [F:25][C:2]1([F:1])[O:6][C:5]2[CH:7]=[CH:8][CH:9]=[C:10]([N:11]3[CH:16]=[CH:15][C:14](=[O:17])[C:13]([C:18]4[N:26]([C:28]5[CH:29]=[C:30]([CH:33]=[CH:34][CH:35]=5)[C:31]#[N:32])[N:21]=[CH:20][CH:19]=4)=[N:12]3)[C:4]=2[O:3]1, predict the reactants needed to synthesize it. The reactants are: [F:1][C:2]1([F:25])[O:6][C:5]2[CH:7]=[CH:8][CH:9]=[C:10]([N:11]3[CH:16]=[CH:15][C:14](=[O:17])[C:13]([C:18](=O)/[CH:19]=[CH:20]/[N:21](C)C)=[N:12]3)[C:4]=2[O:3]1.[NH:26]([C:28]1[CH:29]=[C:30]([CH:33]=[CH:34][CH:35]=1)[C:31]#[N:32])N. (6) Given the product [CH2:1]([CH2:13][NH2:14])[CH2:2][C:3]([P:5]([OH:7])([OH:8])=[O:6])([P:9]([OH:12])([OH:11])=[O:10])[OH:4], predict the reactants needed to synthesize it. The reactants are: [CH2:1]([CH2:13][NH2:14])[CH2:2][C:3]([P:9]([O-:12])([OH:11])=[O:10])([P:5]([OH:8])([OH:7])=[O:6])[OH:4].O.O.O.[Na+].O.Cl.